Dataset: Catalyst prediction with 721,799 reactions and 888 catalyst types from USPTO. Task: Predict which catalyst facilitates the given reaction. (1) Reactant: [F:1][C:2]1[CH:7]=[C:6]([Si:8]([CH3:11])([CH3:10])[CH3:9])[CH:5]=[CH:4][C:3]=1[NH2:12].[Li+].C[Si]([N-][Si](C)(C)C)(C)C.Cl[C:24]1[N:32]=[C:31]([Cl:33])[C:30]([F:34])=[CH:29][C:25]=1[C:26]([OH:28])=[O:27]. Product: [Cl:33][C:31]1[C:30]([F:34])=[CH:29][C:25]([C:26]([OH:28])=[O:27])=[C:24]([NH:12][C:3]2[CH:4]=[CH:5][C:6]([Si:8]([CH3:9])([CH3:11])[CH3:10])=[CH:7][C:2]=2[F:1])[N:32]=1. The catalyst class is: 1. (2) Product: [F:38][C:9]([F:37])([F:8])[O:10][C:11]1[CH:36]=[CH:35][C:14]([CH2:15][C@:16]23[CH2:23][C@H:22]([NH:24][C:1](=[O:6])[CH2:2][CH2:3][CH2:4][CH3:5])[CH2:21][N:20]2[C:19](=[O:25])[N:18]([C:26]2[CH:31]=[C:30]([Cl:32])[N:29]=[C:28]([Cl:33])[CH:27]=2)[C:17]3=[O:34])=[CH:13][CH:12]=1. Reactant: [C:1](Cl)(=[O:6])[CH2:2][CH2:3][CH2:4][CH3:5].[F:8][C:9]([F:38])([F:37])[O:10][C:11]1[CH:36]=[CH:35][C:14]([CH2:15][C@:16]23[CH2:23][C@H:22]([NH2:24])[CH2:21][N:20]2[C:19](=[O:25])[N:18]([C:26]2[CH:31]=[C:30]([Cl:32])[N:29]=[C:28]([Cl:33])[CH:27]=2)[C:17]3=[O:34])=[CH:13][CH:12]=1.CCN(C(C)C)C(C)C. The catalyst class is: 1.